The task is: Regression. Given two drug SMILES strings and cell line genomic features, predict the synergy score measuring deviation from expected non-interaction effect.. This data is from NCI-60 drug combinations with 297,098 pairs across 59 cell lines. (1) Drug 1: CC1=C2C(C(=O)C3(C(CC4C(C3C(C(C2(C)C)(CC1OC(=O)C(C(C5=CC=CC=C5)NC(=O)OC(C)(C)C)O)O)OC(=O)C6=CC=CC=C6)(CO4)OC(=O)C)O)C)O. Drug 2: CN(C(=O)NC(C=O)C(C(C(CO)O)O)O)N=O. Cell line: M14. Synergy scores: CSS=6.57, Synergy_ZIP=-6.98, Synergy_Bliss=-8.45, Synergy_Loewe=-29.9, Synergy_HSA=-7.65. (2) Cell line: HOP-92. Drug 1: CC1C(C(CC(O1)OC2CC(OC(C2O)C)OC3=CC4=CC5=C(C(=O)C(C(C5)C(C(=O)C(C(C)O)O)OC)OC6CC(C(C(O6)C)O)OC7CC(C(C(O7)C)O)OC8CC(C(C(O8)C)O)(C)O)C(=C4C(=C3C)O)O)O)O. Drug 2: CC1CCCC2(C(O2)CC(NC(=O)CC(C(C(=O)C(C1O)C)(C)C)O)C(=CC3=CSC(=N3)C)C)C. Synergy scores: CSS=26.8, Synergy_ZIP=-1.04, Synergy_Bliss=-1.65, Synergy_Loewe=1.57, Synergy_HSA=3.64. (3) Drug 1: C1C(C(OC1N2C=NC3=C(N=C(N=C32)Cl)N)CO)O. Drug 2: C(=O)(N)NO. Cell line: SK-MEL-2. Synergy scores: CSS=16.4, Synergy_ZIP=-7.01, Synergy_Bliss=-1.53, Synergy_Loewe=-36.0, Synergy_HSA=-4.82. (4) Drug 1: CC1=C2C(C(=O)C3(C(CC4C(C3C(C(C2(C)C)(CC1OC(=O)C(C(C5=CC=CC=C5)NC(=O)OC(C)(C)C)O)O)OC(=O)C6=CC=CC=C6)(CO4)OC(=O)C)OC)C)OC. Drug 2: N.N.Cl[Pt+2]Cl. Cell line: SF-295. Synergy scores: CSS=51.1, Synergy_ZIP=9.70, Synergy_Bliss=10.2, Synergy_Loewe=-28.2, Synergy_HSA=11.2. (5) Cell line: NCI/ADR-RES. Synergy scores: CSS=22.7, Synergy_ZIP=-6.75, Synergy_Bliss=-6.51, Synergy_Loewe=-1.66, Synergy_HSA=-1.38. Drug 2: C#CCC(CC1=CN=C2C(=N1)C(=NC(=N2)N)N)C3=CC=C(C=C3)C(=O)NC(CCC(=O)O)C(=O)O. Drug 1: C1CN1P(=S)(N2CC2)N3CC3. (6) Drug 1: C1=CN(C(=O)N=C1N)C2C(C(C(O2)CO)O)O.Cl. Drug 2: COCCOC1=C(C=C2C(=C1)C(=NC=N2)NC3=CC=CC(=C3)C#C)OCCOC.Cl. Cell line: MDA-MB-231. Synergy scores: CSS=20.1, Synergy_ZIP=-6.41, Synergy_Bliss=-0.236, Synergy_Loewe=-5.28, Synergy_HSA=1.94. (7) Drug 1: CC1OCC2C(O1)C(C(C(O2)OC3C4COC(=O)C4C(C5=CC6=C(C=C35)OCO6)C7=CC(=C(C(=C7)OC)O)OC)O)O. Drug 2: CC12CCC3C(C1CCC2OP(=O)(O)O)CCC4=C3C=CC(=C4)OC(=O)N(CCCl)CCCl.[Na+]. Cell line: OVCAR3. Synergy scores: CSS=25.4, Synergy_ZIP=-9.56, Synergy_Bliss=-8.42, Synergy_Loewe=-17.8, Synergy_HSA=-6.71.